From a dataset of NCI-60 drug combinations with 297,098 pairs across 59 cell lines. Regression. Given two drug SMILES strings and cell line genomic features, predict the synergy score measuring deviation from expected non-interaction effect. Drug 1: CC(C1=C(C=CC(=C1Cl)F)Cl)OC2=C(N=CC(=C2)C3=CN(N=C3)C4CCNCC4)N. Drug 2: CCC1(CC2CC(C3=C(CCN(C2)C1)C4=CC=CC=C4N3)(C5=C(C=C6C(=C5)C78CCN9C7C(C=CC9)(C(C(C8N6C)(C(=O)OC)O)OC(=O)C)CC)OC)C(=O)OC)O.OS(=O)(=O)O. Cell line: CCRF-CEM. Synergy scores: CSS=60.9, Synergy_ZIP=-0.614, Synergy_Bliss=0.377, Synergy_Loewe=-6.09, Synergy_HSA=1.45.